Dataset: Catalyst prediction with 721,799 reactions and 888 catalyst types from USPTO. Task: Predict which catalyst facilitates the given reaction. (1) Reactant: Cl.[C:2]1([C:8]2[N:9]=[C:10]3[N:14]([C:15]=2[CH:16]=O)[CH:13]=[CH:12][S:11]3)[CH:7]=[CH:6][CH:5]=[CH:4][CH:3]=1.Cl.[CH3:19][C:20]1[CH:25]=[CH:24][N:23]=[C:22]([OH:26])[N:21]=1. Product: [C:2]1([C:8]2[N:9]=[C:10]3[N:14]([C:15]=2/[CH:16]=[CH:19]/[C:20]2[CH:25]=[CH:24][N:23]=[C:22]([OH:26])[N:21]=2)[CH:13]=[CH:12][S:11]3)[CH:3]=[CH:4][CH:5]=[CH:6][CH:7]=1. The catalyst class is: 47. (2) Reactant: Cl/[C:2](/[N+]([O-])=O)=[CH:3]\[C:4]1[CH:9]=[CH:8][C:7]([CH2:10][CH3:11])=[CH:6][CH:5]=1.[OH:15][C:16]1[CH:21]=[C:20]([OH:22])[N:19]=[CH:18][N:17]=1.N12CCCN=C1CCCCC2. Product: [CH2:10]([C:7]1[CH:8]=[CH:9][C:4]([C:3]2[C:21]3[C:20](=[O:22])[NH:19][CH:18]=[N:17][C:16]=3[O:15][CH:2]=2)=[CH:5][CH:6]=1)[CH3:11]. The catalyst class is: 32. (3) Reactant: Br[C:2]1[C:3]([NH:9][CH2:10][C:11]([NH2:13])=[O:12])=[N:4][C:5]([Cl:8])=[N:6][CH:7]=1.[CH3:14][N:15]1[CH:19]=[C:18](C2OC(C)(C)C(C)(C)O2)[CH:17]=[N:16]1.C(=O)([O-])[O-].[K+].[K+]. Product: [Cl:8][C:5]1[N:4]=[C:3]([NH:9][CH2:10][C:11]([NH2:13])=[O:12])[C:2]([C:18]2[CH:17]=[N:16][N:15]([CH3:14])[CH:19]=2)=[CH:7][N:6]=1. The catalyst class is: 70.